This data is from Full USPTO retrosynthesis dataset with 1.9M reactions from patents (1976-2016). The task is: Predict the reactants needed to synthesize the given product. (1) Given the product [OH:1][CH:2]1[CH:9]2[CH2:10][C:5]3([C:12]([OH:14])=[O:13])[CH2:6][CH:7]([CH2:11][CH:3]1[CH2:4]3)[CH2:8]2, predict the reactants needed to synthesize it. The reactants are: [O:1]=[C:2]1[CH:9]2[CH2:10][C:5]3([C:12]([OH:14])=[O:13])[CH2:6][CH:7]([CH2:11][CH:3]1[CH2:4]3)[CH2:8]2.[BH4-].[Na+]. (2) The reactants are: [OH-].[Na+].Cl.[CH3:4][S:5]([N:8]1[C:21]2[C:16](=[CH:17][CH:18]=[CH:19][CH:20]=2)[C:10]2([CH2:15][CH2:14][NH:13][CH2:12][CH2:11]2)[CH2:9]1)(=[O:7])=[O:6].[S:22]1[C:26]2[CH:27]=[CH:28][CH:29]=[CH:30][C:25]=2[N:24]=[C:23]1[NH:31][C:32](=O)[O:33]C1C=CC=CC=1. Given the product [S:22]1[C:26]2[CH:27]=[CH:28][CH:29]=[CH:30][C:25]=2[N:24]=[C:23]1[NH:31][C:32]([N:13]1[CH2:12][CH2:11][C:10]2([C:16]3[C:21](=[CH:20][CH:19]=[CH:18][CH:17]=3)[N:8]([S:5]([CH3:4])(=[O:6])=[O:7])[CH2:9]2)[CH2:15][CH2:14]1)=[O:33], predict the reactants needed to synthesize it.